Dataset: Full USPTO retrosynthesis dataset with 1.9M reactions from patents (1976-2016). Task: Predict the reactants needed to synthesize the given product. (1) Given the product [ClH:37].[CH3:1][C:2]1[CH:3]=[CH:4][C:5]([S:8]([NH:11][C:12](=[O:36])[O:13][CH:14]([CH3:35])[CH2:15][C:16]2[CH:17]=[CH:18][C:19]([N:22]3[C:26]4=[N:27][C:28]([CH3:32])=[CH:29][C:30]([CH3:31])=[C:25]4[N:24]=[C:23]3[CH2:33][CH3:34])=[CH:20][CH:21]=2)(=[O:9])=[O:10])=[CH:6][CH:7]=1, predict the reactants needed to synthesize it. The reactants are: [CH3:1][C:2]1[CH:7]=[CH:6][C:5]([S:8]([NH:11][C:12](=[O:36])[O:13][CH:14]([CH3:35])[CH2:15][C:16]2[CH:21]=[CH:20][C:19]([N:22]3[C:26]4=[N:27][C:28]([CH3:32])=[CH:29][C:30]([CH3:31])=[C:25]4[N:24]=[C:23]3[CH2:33][CH3:34])=[CH:18][CH:17]=2)(=[O:10])=[O:9])=[CH:4][CH:3]=1.[ClH:37]. (2) Given the product [F:34][C:29]1[CH:28]=[C:27]([NH:26][CH2:24][C:23]([N:12]2[C:13]3([CH2:15][CH2:16][CH2:17][CH2:18]3)[N:14]=[C:10]([C:7]3[CH:6]=[CH:5][C:4]([CH2:3][O:2][CH3:1])=[CH:9][CH:8]=3)[C:11]2=[O:19])=[O:35])[CH:32]=[C:31]([F:33])[CH:30]=1, predict the reactants needed to synthesize it. The reactants are: [CH3:1][O:2][CH2:3][C:4]1[CH:9]=[CH:8][C:7]([C:10]2[C:11](=[O:19])[NH:12][C:13]3([CH2:18][CH2:17][CH2:16][CH2:15]3)[N:14]=2)=[CH:6][CH:5]=1.[H-].[Na+].Br[CH2:23][C:24]([NH:26][C:27]1[CH:32]=[C:31]([F:33])[CH:30]=[C:29]([F:34])[CH:28]=1)=O.[OH2:35].